The task is: Predict the reactants needed to synthesize the given product.. This data is from Full USPTO retrosynthesis dataset with 1.9M reactions from patents (1976-2016). (1) Given the product [OH:66][CH2:65][C@@H:29]1[C@@:30]([CH3:33])([C@H:34]2[CH2:42][CH2:41][C@@:40]3([CH3:43])[C@@H:36]([CH2:37][CH2:38][C:39]3=[CH2:44])[C@@H:35]2[CH2:45][NH:46][CH2:47][C:48]2[N:52]([CH2:53][O:54][CH2:55][CH2:56][Si:57]([CH3:58])([CH3:59])[CH3:60])[C:51]3[CH:61]=[CH:62][CH:63]=[CH:64][C:50]=3[N:49]=2)[CH2:31][CH2:32][C@H:27]([OH:26])[CH2:28]1, predict the reactants needed to synthesize it. The reactants are: CCCC[N+](CCCC)(CCCC)CCCC.[F-].[Si]([O:26][C@H:27]1[CH2:32][CH2:31][C@@:30]([C@H:34]2[CH2:42][CH2:41][C@@:40]3([CH3:43])[C@@H:36]([CH2:37][CH2:38][C:39]3=[CH2:44])[C@@H:35]2[CH2:45][NH:46][CH2:47][C:48]2[N:52]([CH2:53][O:54][CH2:55][CH2:56][Si:57]([CH3:60])([CH3:59])[CH3:58])[C:51]3[CH:61]=[CH:62][CH:63]=[CH:64][C:50]=3[N:49]=2)([CH3:33])[C@@H:29]([CH2:65][O:66][Si](C(C)(C)C)(C)C)[CH2:28]1)(C(C)(C)C)(C)C. (2) Given the product [OH:14][CH:13]([C:12]1[CH:15]=[CH:16][CH:17]=[C:10]([O:9][CH2:1][CH2:2][C:3]2[CH:4]=[CH:5][CH:6]=[CH:7][CH:8]=2)[CH:11]=1)[CH2:19][C:18]#[N:20], predict the reactants needed to synthesize it. The reactants are: [CH2:1]([O:9][C:10]1[CH:11]=[C:12]([CH:15]=[CH:16][CH:17]=1)[CH:13]=[O:14])[CH2:2][C:3]1[CH:8]=[CH:7][CH:6]=[CH:5][CH:4]=1.[C:18](#[N:20])[CH3:19]. (3) Given the product [Cl:12][C:13]1[CH:14]=[C:15]2[C:19](=[CH:20][CH:21]=1)[NH:18][C:17](=[O:22])[C:16]2([OH:23])[C:1]1[C:10]2[C:5](=[CH:6][CH:7]=[CH:8][CH:9]=2)[CH:4]=[CH:3][CH:2]=1, predict the reactants needed to synthesize it. The reactants are: [C:1]1(Br)[C:10]2[C:5](=[CH:6][CH:7]=[CH:8][CH:9]=2)[CH:4]=[CH:3][CH:2]=1.[Cl:12][C:13]1[CH:14]=[C:15]2[C:19](=[CH:20][CH:21]=1)[NH:18][C:17](=[O:22])[C:16]2=[O:23]. (4) Given the product [CH:20]([N:16]1[C:15]([C:9]2[S:10][C:11]3[CH2:12][CH2:13][O:14][C:5]4[CH:4]=[CH:3][C:2]([C:32]5[CH:37]=[N:36][C:35]([N:38]6[CH2:39][CH2:40][O:41][CH2:42][CH2:43]6)=[CH:34][CH:33]=5)=[CH:23][C:6]=4[C:7]=3[N:8]=2)=[N:19][CH:18]=[N:17]1)([CH3:22])[CH3:21], predict the reactants needed to synthesize it. The reactants are: Br[C:2]1[CH:3]=[CH:4][C:5]2[O:14][CH2:13][CH2:12][C:11]3[S:10][C:9]([C:15]4[N:16]([CH:20]([CH3:22])[CH3:21])[N:17]=[CH:18][N:19]=4)=[N:8][C:7]=3[C:6]=2[CH:23]=1.CC1(C)C(C)(C)OB([C:32]2[CH:33]=[CH:34][C:35]([N:38]3[CH2:43][CH2:42][O:41][CH2:40][CH2:39]3)=[N:36][CH:37]=2)O1. (5) Given the product [CH3:1][O:2][C:3]1[CH:8]=[CH:7][C:6]([O:9][CH3:10])=[CH:5][C:4]=1[CH2:11][C:12]([NH:14][C:15]1[CH:56]=[CH:55][C:18]([C:19]([N:21]([CH2:47][C:48]([OH:50])=[O:49])[CH2:22][C:23]2[CH:28]=[CH:27][C:26]([C:29]3[O:33][N:32]=[C:31]([C:34]4[CH:39]=[CH:38][C:37]([C:40]5[CH:41]=[CH:42][C:43]([CH3:46])=[CH:44][CH:45]=5)=[CH:36][CH:35]=4)[N:30]=3)=[CH:25][CH:24]=2)=[O:20])=[CH:17][CH:16]=1)=[O:13], predict the reactants needed to synthesize it. The reactants are: [CH3:1][O:2][C:3]1[CH:8]=[CH:7][C:6]([O:9][CH3:10])=[CH:5][C:4]=1[CH2:11][C:12]([NH:14][C:15]1[CH:56]=[CH:55][C:18]([C:19]([N:21]([CH2:47][C:48]([O:50]C(C)(C)C)=[O:49])[CH2:22][C:23]2[CH:28]=[CH:27][C:26]([C:29]3[O:33][N:32]=[C:31]([C:34]4[CH:39]=[CH:38][C:37]([C:40]5[CH:45]=[CH:44][C:43]([CH3:46])=[CH:42][CH:41]=5)=[CH:36][CH:35]=4)[N:30]=3)=[CH:25][CH:24]=2)=[O:20])=[CH:17][CH:16]=1)=[O:13].CO.[Li+].[OH-].